Dataset: Forward reaction prediction with 1.9M reactions from USPTO patents (1976-2016). Task: Predict the product of the given reaction. (1) Given the reactants CC(OC([NH:8][C@H:9]([C:13]([OH:15])=O)[C@@H:10]([CH3:12])[OH:11])=O)(C)C.C(N1CCOCC1)C.C1C=CC2N(O)N=NC=2C=1.C(Cl)CCl.Cl.[CH3:39][CH:40]([O:42][C:43]1[CH:50]=[CH:49][C:48]([C:51]2[O:55][N:54]=[C:53]([C:56]3[CH:66]=[CH:65][C:59]4[CH2:60][CH2:61][NH:62][CH2:63][CH2:64][C:58]=4[CH:57]=3)[N:52]=2)=[CH:47][C:44]=1[C:45]#[N:46])[CH3:41].FC(F)(F)C(O)=O, predict the reaction product. The product is: [CH3:41][CH:40]([O:42][C:43]1[CH:50]=[CH:49][C:48]([C:51]2[O:55][N:54]=[C:53]([C:56]3[CH:66]=[CH:65][C:59]4[CH2:60][CH2:61][N:62]([C:13](=[O:15])[C@H:9]([C@@H:10]([CH3:12])[OH:11])[NH2:8])[CH2:63][CH2:64][C:58]=4[CH:57]=3)[N:52]=2)=[CH:47][C:44]=1[C:45]#[N:46])[CH3:39]. (2) The product is: [CH3:30][C:20]1[CH:25]=[CH:24][C:23]([S:26]([O:10][CH2:9][CH:7]2[CH2:6][C:5]3[CH:11]=[CH:12][C:2]([F:1])=[C:3]([C:13]4[CH:18]=[CH:17][CH:16]=[CH:15][C:14]=4[CH3:19])[C:4]=3[O:8]2)(=[O:28])=[O:27])=[CH:22][CH:21]=1. Given the reactants [F:1][C:2]1[CH:12]=[CH:11][C:5]2[CH2:6][CH:7]([CH2:9][OH:10])[O:8][C:4]=2[C:3]=1[C:13]1[CH:18]=[CH:17][CH:16]=[CH:15][C:14]=1[CH3:19].[C:20]1([CH3:30])[CH:25]=[CH:24][C:23]([S:26](Cl)(=[O:28])=[O:27])=[CH:22][CH:21]=1, predict the reaction product. (3) Given the reactants [CH2:1]([O:8][C:9]1[CH:15]=[CH:14][C:13]([Br:16])=[CH:12][C:10]=1[NH2:11])[C:2]1[CH:7]=[CH:6][CH:5]=[CH:4][CH:3]=1.BrC1C=C(C(C2C=CC=CC=2)C=C)C(OCCC)=C(C=1)N.BrC1C=C(C(C2C=CC=CC=2)C=C)C(OCCC)=C(N[C:46]([NH:48][C:49]2[CH:54]=[CH:53][C:52]([CH3:55])=[CH:51][CH:50]=2)=[O:47])C=1, predict the reaction product. The product is: [CH2:1]([O:8][C:9]1[CH:15]=[CH:14][C:13]([Br:16])=[CH:12][C:10]=1[NH:11][C:46]([NH:48][C:49]1[CH:54]=[CH:53][C:52]([CH3:55])=[CH:51][CH:50]=1)=[O:47])[C:2]1[CH:7]=[CH:6][CH:5]=[CH:4][CH:3]=1. (4) Given the reactants Cl[C:2]1[C:7]([C:8]2[CH:13]=[CH:12][CH:11]=[CH:10][CH:9]=2)=[C:6]([CH3:14])[N:5]2[CH:15]=[CH:16][N:17]=[C:4]2[N:3]=1.[CH:18]([C:20]1[CH:25]=[CH:24][C:23](B(O)O)=[CH:22][CH:21]=1)=[O:19].C(=O)([O-])[O-].[Na+].[Na+], predict the reaction product. The product is: [CH3:14][C:6]1[N:5]2[CH:15]=[CH:16][N:17]=[C:4]2[N:3]=[C:2]([C:23]2[CH:24]=[CH:25][C:20]([CH:18]=[O:19])=[CH:21][CH:22]=2)[C:7]=1[C:8]1[CH:13]=[CH:12][CH:11]=[CH:10][CH:9]=1. (5) Given the reactants [Cl:1][C:2]1[CH:10]=[CH:9][C:8]([S:11](Cl)(=[O:13])=[O:12])=[CH:7][C:3]=1[C:4]([OH:6])=[O:5].[C:15]([NH2:19])([CH3:18])([CH3:17])[CH3:16].CCN(C(C)C)C(C)C.ClC1C(S(NC)(=O)=O)=CC=C(Cl)C=1C(O)=O, predict the reaction product. The product is: [Cl:1][C:2]1[CH:10]=[CH:9][C:8]([S:11]([NH:19][C:15]([CH3:18])([CH3:17])[CH3:16])(=[O:13])=[O:12])=[CH:7][C:3]=1[C:4]([OH:6])=[O:5]. (6) Given the reactants [Cl:1][C:2]1[C:3]([NH:16][C:17]2[N:27]=[C:26]3[C:20]([N:21]([CH3:34])[C:22](=[O:33])[CH2:23][CH2:24][N:25]3[CH:28]3[CH2:32][CH2:31][CH2:30][CH2:29]3)=[CH:19][N:18]=2)=[CH:4][C:5]([F:15])=[C:6]([CH:14]=1)[C:7]([O:9][C:10]([CH3:13])([CH3:12])[CH3:11])=[O:8].[NH2:35][C:36]1[C:48]([Cl:49])=[CH:47][C:39]([C:40]([O:42][C:43]([CH3:46])([CH3:45])[CH3:44])=[O:41])=[C:38]([F:50])[C:37]=1Cl, predict the reaction product. The product is: [Cl:49][C:4]1[C:5]([F:15])=[C:6]([CH:14]=[C:2]([Cl:1])[C:3]=1[NH:16][C:17]1[N:27]=[C:26]2[C:20]([N:21]([CH3:34])[C:22](=[O:33])[CH2:23][CH2:24][N:25]2[CH:28]2[CH2:32][CH2:31][CH2:30][CH2:29]2)=[CH:19][N:18]=1)[C:7]([O:9][C:10]([CH3:13])([CH3:12])[CH3:11])=[O:8].[C:43]([O:42][C:40](=[O:41])[C:39]1[CH:47]=[C:48]([Cl:49])[C:36]([NH2:35])=[CH:37][C:38]=1[F:50])([CH3:46])([CH3:44])[CH3:45].